Predict the product of the given reaction. From a dataset of Forward reaction prediction with 1.9M reactions from USPTO patents (1976-2016). (1) Given the reactants [F:1][C:2]1[CH:7]=[CH:6][C:5]([CH2:8][C:9]2[CH:18]=[C:17]3[C:12]([C:13]([OH:36])=[C:14]([C:31](OCC)=[O:32])[C:15](=[O:30])[N:16]3[CH2:19][CH2:20][CH2:21][S:22]([N:25]3[CH2:29][CH2:28][CH2:27][CH2:26]3)(=[O:24])=[O:23])=[N:11][CH:10]=2)=[CH:4][CH:3]=1.[CH2:37]([CH2:39][NH2:40])[OH:38], predict the reaction product. The product is: [F:1][C:2]1[CH:7]=[CH:6][C:5]([CH2:8][C:9]2[CH:18]=[C:17]3[C:12]([C:13]([OH:36])=[C:14]([C:31]([NH:40][CH2:39][CH2:37][OH:38])=[O:32])[C:15](=[O:30])[N:16]3[CH2:19][CH2:20][CH2:21][S:22]([N:25]3[CH2:26][CH2:27][CH2:28][CH2:29]3)(=[O:23])=[O:24])=[N:11][CH:10]=2)=[CH:4][CH:3]=1. (2) Given the reactants C(OC([N:8]1[CH2:13][CH2:12][CH:11]([S:14]([C:17]2[CH:22]=[CH:21][C:20]([NH:23][C:24]3[N:29]=[CH:28][C:27]([NH:30][C:31](=[O:43])[C:32]4[CH:37]=[C:36]([NH:38][C:39](=[O:41])[CH3:40])[CH:35]=[CH:34][C:33]=4[Cl:42])=[CH:26][N:25]=3)=[CH:19][CH:18]=2)(=[O:16])=[O:15])[CH2:10][CH2:9]1)=O)(C)(C)C.C(O)(C(F)(F)F)=O, predict the reaction product. The product is: [C:39]([NH:38][C:36]1[CH:35]=[CH:34][C:33]([Cl:42])=[C:32]([CH:37]=1)[C:31]([NH:30][C:27]1[CH:26]=[N:25][C:24]([NH:23][C:20]2[CH:19]=[CH:18][C:17]([S:14]([CH:11]3[CH2:12][CH2:13][NH:8][CH2:9][CH2:10]3)(=[O:15])=[O:16])=[CH:22][CH:21]=2)=[N:29][CH:28]=1)=[O:43])(=[O:41])[CH3:40]. (3) Given the reactants C([O:3][C:4]([C:6]1[CH:10]=[C:9]([C:11]2[CH:16]=[CH:15][C:14]([C:17]#[N:18])=[CH:13][CH:12]=2)[O:8][N:7]=1)=[O:5])C.[OH-].[Na+].Cl, predict the reaction product. The product is: [C:17]([C:14]1[CH:13]=[CH:12][C:11]([C:9]2[O:8][N:7]=[C:6]([C:4]([OH:5])=[O:3])[CH:10]=2)=[CH:16][CH:15]=1)#[N:18]. (4) Given the reactants Cl.N1CCC(C[O:9][C:10](=[O:31])[NH:11][C:12]2[CH:16]=[C:15]([CH3:17])[N:14]([CH2:18][C:19]3[CH:24]=[C:23]([Cl:25])[CH:22]=[CH:21][C:20]=3[O:26][CH2:27][CH:28]([CH3:30])[CH3:29])[N:13]=2)CC1.O1[CH2:37][CH2:36]OCC1, predict the reaction product. The product is: [ClH:25].[NH:14]1[CH2:18][CH2:19][CH:36]([CH2:37][N:11]([C:12]2[CH:16]=[C:15]([CH3:17])[N:14]([CH2:18][C:19]3[CH:24]=[C:23]([Cl:25])[CH:22]=[CH:21][C:20]=3[O:26][CH2:27][CH:28]([CH3:29])[CH3:30])[N:13]=2)[C:10](=[O:31])[OH:9])[CH2:16][CH2:15]1. (5) Given the reactants [Cl:1][C:2]1[CH:7]=[CH:6][C:5]([CH2:8][NH:9][C:10]([O:12][C:13]([CH3:16])([CH3:15])[CH3:14])=[O:11])=[CH:4][C:3]=1[NH:17][C:18]1[N:22]([CH3:23])[C:21]2[CH:24]=[C:25]([O:31][CH2:32][CH:33]([F:35])[F:34])[C:26]([C:28](O)=[O:29])=[CH:27][C:20]=2[N:19]=1.CN(C(ON1N=NC2C=CC=CC1=2)=[N+](C)C)C.F[P-](F)(F)(F)(F)F.[Br:60][C:61]1[CH:67]=[CH:66][C:64]([NH2:65])=[CH:63][CH:62]=1, predict the reaction product. The product is: [Br:60][C:61]1[CH:67]=[CH:66][C:64]([NH:65][C:28]([C:26]2[C:25]([O:31][CH2:32][CH:33]([F:34])[F:35])=[CH:24][C:21]3[N:22]([CH3:23])[C:18]([NH:17][C:3]4[CH:4]=[C:5]([CH2:8][NH:9][C:10]([O:12][C:13]([CH3:14])([CH3:16])[CH3:15])=[O:11])[CH:6]=[CH:7][C:2]=4[Cl:1])=[N:19][C:20]=3[CH:27]=2)=[O:29])=[CH:63][CH:62]=1. (6) The product is: [Br:13][C:5]1[C:4]([NH:7][CH:8]([CH2:11][CH3:12])[CH2:9][OH:10])=[N:3][CH:2]=[N:1][CH:6]=1. Given the reactants [N:1]1[CH:6]=[CH:5][C:4]([NH:7][CH:8]([CH2:11][CH3:12])[CH2:9][OH:10])=[N:3][CH:2]=1.[Br:13]Br.[OH-].[Na+], predict the reaction product. (7) Given the reactants C([O:4][C:5]1[CH:6]=[C:7]2[C:12](=[CH:13][C:14]=1[O:15][CH3:16])[N:11]=[C:10]([C:17]1[CH:22]=[CH:21][CH:20]=[C:19]([N+:23]([O-:25])=[O:24])[CH:18]=1)[N:9]=[C:8]2[NH:26][C:27]1[CH:28]=[C:29]2[C:33](=[CH:34][CH:35]=1)[N:32]([C:36]([O:38][C:39]([CH3:42])([CH3:41])[CH3:40])=[O:37])[N:31]=[CH:30]2)(=O)C.[NH4+].[OH-], predict the reaction product. The product is: [OH:4][C:5]1[CH:6]=[C:7]2[C:12](=[CH:13][C:14]=1[O:15][CH3:16])[N:11]=[C:10]([C:17]1[CH:22]=[CH:21][CH:20]=[C:19]([N+:23]([O-:25])=[O:24])[CH:18]=1)[N:9]=[C:8]2[NH:26][C:27]1[CH:28]=[C:29]2[C:33](=[CH:34][CH:35]=1)[N:32]([C:36]([O:38][C:39]([CH3:42])([CH3:41])[CH3:40])=[O:37])[N:31]=[CH:30]2.